This data is from Full USPTO retrosynthesis dataset with 1.9M reactions from patents (1976-2016). The task is: Predict the reactants needed to synthesize the given product. (1) Given the product [NH2:1][C@@H:2]([C:23]([O:25][CH2:26][CH3:27])=[O:24])[CH2:3][CH2:4][C:5]([NH:7][C@@H:8]([C:19]([O:21][CH3:22])=[O:20])[CH2:9][C:10]1[C:18]2[C:13](=[CH:14][CH:15]=[CH:16][CH:17]=2)[NH:12][CH:11]=1)=[O:6], predict the reactants needed to synthesize it. The reactants are: [NH:1](C(OCC1C=CC=CC=1)=O)[C@@H:2]([C:23]([O:25][CH2:26][CH3:27])=[O:24])[CH2:3][CH2:4][C:5]([NH:7][C@@H:8]([C:19]([O:21][CH3:22])=[O:20])[CH2:9][C:10]1[C:18]2[C:13](=[CH:14][CH:15]=[CH:16][CH:17]=2)[NH:12][CH:11]=1)=[O:6]. (2) Given the product [ClH:1].[O:33]1[C:30]2=[CH:29][N:26]=[C:27]([CH2:28][NH:3][CH:4]3[CH2:5][CH2:6][N:7]([CH2:10][CH2:11][N:12]4[C:21]5[C:16](=[N:17][CH:18]=[C:19]([F:22])[CH:20]=5)[CH:15]=[CH:14][C:13]4=[O:23])[CH2:8][CH2:9]3)[CH:40]=[C:37]2[CH2:38][CH2:39][CH2:34]1, predict the reactants needed to synthesize it. The reactants are: [ClH:1].Cl.[NH2:3][CH:4]1[CH2:9][CH2:8][N:7]([CH2:10][CH2:11][N:12]2[C:21]3[C:16](=[N:17][CH:18]=[C:19]([F:22])[CH:20]=3)[CH:15]=[CH:14][C:13]2=[O:23])[CH2:6][CH2:5]1.C([N:26]([CH2:29][CH3:30])[CH2:27][CH3:28])C.S1[C:39]2[CH:38]=[C:37]([CH:40]=O)N=C[C:34]=2[O:33]C1.[BH-](OC(C)=O)(OC(C)=O)OC(C)=O.[Na+].C([O-])(O)=O.[Na+]. (3) Given the product [C:1]([NH:5][C@H:6]([C:8]1[CH:13]=[C:12]([Cl:14])[CH:11]=[CH:10][C:9]=1[CH:15]1[CH2:20][CH2:19][N:18]([C:21]([O:23][C:24]([CH3:26])([CH3:25])[CH3:27])=[O:22])[CH2:17][CH2:16]1)[CH3:7])(=[O:3])[CH3:2], predict the reactants needed to synthesize it. The reactants are: [C:1](Cl)(=[O:3])[CH3:2].[NH2:5][C@H:6]([C:8]1[CH:13]=[C:12]([Cl:14])[CH:11]=[CH:10][C:9]=1[CH:15]1[CH2:20][CH2:19][N:18]([C:21]([O:23][C:24]([CH3:27])([CH3:26])[CH3:25])=[O:22])[CH2:17][CH2:16]1)[CH3:7].C(N(CC)CC)C.O. (4) Given the product [Cl:13][C:14]1[CH:19]=[CH:18][N:17]=[C:16]2[N:20]([S:39]([C:42]3[CH:43]=[CH:44][C:45]([CH3:48])=[CH:46][CH:47]=3)(=[O:40])=[O:41])[C:21]([C:23]3[C:27]4=[N:28][C:29]([O:34][CH3:35])=[C:30]([O:32][CH3:33])[CH:31]=[C:26]4[N:25]([CH2:36][CH2:37][N:1]4[CH2:6][CH2:5][O:4][CH2:3][CH2:2]4)[CH:24]=3)=[CH:22][C:15]=12, predict the reactants needed to synthesize it. The reactants are: [NH:1]1[CH2:6][CH2:5][O:4][CH2:3][CH2:2]1.C([O-])([O-])=O.[K+].[K+].[Cl:13][C:14]1[CH:19]=[CH:18][N:17]=[C:16]2[N:20]([S:39]([C:42]3[CH:47]=[CH:46][C:45]([CH3:48])=[CH:44][CH:43]=3)(=[O:41])=[O:40])[C:21]([C:23]3[C:27]4=[N:28][C:29]([O:34][CH3:35])=[C:30]([O:32][CH3:33])[CH:31]=[C:26]4[N:25]([CH2:36][CH2:37]I)[CH:24]=3)=[CH:22][C:15]=12.